This data is from Acute oral toxicity (LD50) regression data from Zhu et al.. The task is: Regression/Classification. Given a drug SMILES string, predict its toxicity properties. Task type varies by dataset: regression for continuous values (e.g., LD50, hERG inhibition percentage) or binary classification for toxic/non-toxic outcomes (e.g., AMES mutagenicity, cardiotoxicity, hepatotoxicity). Dataset: ld50_zhu. (1) The compound is COC(=O)C1C2CC3c4[nH]c5cc(OC)ccc5c4CCN3CC2CC(OC2CCCCO2)C1OC. The rat oral LD50 is 3.46, given as -log10 of the dose in mol/kg body weight (higher means more acutely toxic). (2) The drug is CCCCC(CC)COP(=O)(Cl)OCC(CC)CCCC. The rat oral LD50 is 2.06, given as -log10 of the dose in mol/kg body weight (higher means more acutely toxic). (3) The compound is C=CCN1CCCC1=Nc1ccc(Cl)c(Cl)c1. The rat oral LD50 is 2.16, given as -log10 of the dose in mol/kg body weight (higher means more acutely toxic). (4) The compound is CCN(Cc1ccccc1)N=O. The rat oral LD50 is 2.82, given as -log10 of the dose in mol/kg body weight (higher means more acutely toxic). (5) The molecule is CN1CCC(n2[nH]c(-c3ccccc3)c(Cc3ccccc3)c2=O)CC1. The rat oral LD50 is 2.11, given as -log10 of the dose in mol/kg body weight (higher means more acutely toxic). (6) The compound is CC(OC(C)c1ccccc1)c1ccccc1. The rat oral LD50 is 1.36, given as -log10 of the dose in mol/kg body weight (higher means more acutely toxic). (7) The molecule is CCCCNC(C)c1ccccc1. The rat oral LD50 is 2.69, given as -log10 of the dose in mol/kg body weight (higher means more acutely toxic). (8) The compound is CCOP(=O)(OC=CCl)N(CC)CC. The rat oral LD50 is 3.50, given as -log10 of the dose in mol/kg body weight (higher means more acutely toxic).